This data is from Forward reaction prediction with 1.9M reactions from USPTO patents (1976-2016). The task is: Predict the product of the given reaction. (1) Given the reactants Cl[CH2:2][CH2:3][O:4][C:5](Cl)=[O:6].[Cl:8][C:9]1[C:10]([F:35])=[C:11]([CH:32]=[CH:33][CH:34]=1)[NH:12][C:13]1[C:22]2[C:17](=[CH:18][C:19]([O:30][CH3:31])=[C:20]([O:23][CH:24]3[CH2:29][CH2:28][NH:27][CH2:26][CH2:25]3)[CH:21]=2)[N:16]=[CH:15][N:14]=1.[CH:36]([N:39]([CH:42]([CH3:44])C)CC)([CH3:38])C, predict the reaction product. The product is: [Cl:8][C:9]1[C:10]([F:35])=[C:11]([CH:32]=[CH:33][CH:34]=1)[NH:12][C:13]1[C:22]2[C:17](=[CH:18][C:19]([O:30][CH3:31])=[C:20]([O:23][CH:24]3[CH2:29][CH2:28][N:27]([C:5]([O:4][CH2:3][CH2:2][N:39]4[CH2:36][CH2:38][CH2:44][CH2:42]4)=[O:6])[CH2:26][CH2:25]3)[CH:21]=2)[N:16]=[CH:15][N:14]=1. (2) Given the reactants [CH3:1][O:2][C:3]1[CH:8]=[CH:7][C:6]([C:9]2[O:10][C:11]3[CH:19]=[CH:18][C:17]([NH:20]C(=O)C)=[CH:16][C:12]=3[C:13](=[O:15])[CH:14]=2)=[CH:5][CH:4]=1.OS(O)(=O)=O.[OH-].[Na+], predict the reaction product. The product is: [CH3:1][O:2][C:3]1[CH:8]=[CH:7][C:6]([C:9]2[O:10][C:11]3[CH:19]=[CH:18][C:17]([NH2:20])=[CH:16][C:12]=3[C:13](=[O:15])[CH:14]=2)=[CH:5][CH:4]=1.